From a dataset of Reaction yield outcomes from USPTO patents with 853,638 reactions. Predict the reaction yield, written as a fraction of the theoretical maximum amount of product (1.0 means a 100% yield; for example, 0.34 means a 34% yield). (1) The reactants are C1(C[NH:8][CH2:9][CH:10]2[CH:15]([C:16]3[CH:21]=[CH:20][CH:19]=[CH:18][CH:17]=3)[CH2:14][CH2:13][CH2:12][NH:11]2)C=CC=CC=1.[ClH:22].O1CCOCC1.[H][H]. The catalyst is CO.[OH-].[Pd+2].[OH-]. The product is [Cl-:22].[Cl-:22].[NH3+:8][CH2:9][CH:10]1[CH:15]([C:16]2[CH:21]=[CH:20][CH:19]=[CH:18][CH:17]=2)[CH2:14][CH2:13][CH2:12][NH2+:11]1. The yield is 0.610. (2) The reactants are C[C:2]1[CH:3]=[C:4]([CH2:10][CH2:11][C:12]([O:14][C:15]([CH3:18])([CH3:17])[CH3:16])=[O:13])[CH:5]=[CH:6][C:7]=1[C:8]#[N:9].Cl.[NH2:20][OH:21].[C:22](=O)(O)[O-].[Na+]. The catalyst is CO. The product is [OH:21][NH:20][C:8](=[NH:9])[C:7]1[CH:2]=[CH:3][C:4]([CH2:10][CH2:11][C:12]([O:14][C:15]([CH3:16])([CH3:17])[CH3:18])=[O:13])=[C:5]([CH3:22])[CH:6]=1. The yield is 0.580. (3) The yield is 0.440. The reactants are COC1C=CC(C[N:8]2[C:16]3[C:11](=[C:12]4[S:19][CH:18]=[N:17][C:13]4=[CH:14][CH:15]=3)[C:10]3([C:31]4[C:22](=[CH:23][C:24]5[O:29][CH2:28][CH2:27][O:26][C:25]=5[CH:30]=4)[O:21][CH2:20]3)[C:9]2=[O:32])=CC=1.FC(F)(F)S(O)(=O)=O. The catalyst is ClCCl.FC(F)(F)C(O)=O. The product is [S:19]1[C:12]2=[C:11]3[C:16](=[CH:15][CH:14]=[C:13]2[N:17]=[CH:18]1)[NH:8][C:9](=[O:32])[C:10]13[C:31]2[C:22](=[CH:23][C:24]3[O:29][CH2:28][CH2:27][O:26][C:25]=3[CH:30]=2)[O:21][CH2:20]1. (4) The reactants are Cl.C([O:6][C:7]1[C:19]([F:20])=[CH:18][C:10]([C:11]([NH:13][S:14]([CH3:17])(=[O:16])=[O:15])=[O:12])=[C:9]([F:21])[CH:8]=1)(C)(C)C. The catalyst is O1CCOCC1. The product is [F:21][C:9]1[CH:8]=[C:7]([OH:6])[C:19]([F:20])=[CH:18][C:10]=1[C:11]([NH:13][S:14]([CH3:17])(=[O:15])=[O:16])=[O:12]. The yield is 1.00. (5) The reactants are Br[C:2]1[C:7]([N+:8]([O-:10])=[O:9])=[CH:6][CH:5]=[CH:4][C:3]=1[CH3:11].[C:12]([O:16][CH3:17])(=[O:15])[CH:13]=[CH2:14].C1(P(C2C=CC=CC=2)C2C=CC=CC=2)C=CC=CC=1. The catalyst is CO.C([O-])(=O)C.[Pd+2].C([O-])(=O)C. The product is [CH3:11][C:3]1[CH:4]=[CH:5][CH:6]=[C:7]([N+:8]([O-:10])=[O:9])[C:2]=1[CH:14]=[CH:13][C:12]([O:16][CH3:17])=[O:15]. The yield is 0.480. (6) The reactants are [CH3:1][O:2][C:3](=[O:13])[CH2:4][O:5][C:6]1[CH:7]=[N:8][C:9](Br)=[CH:10][CH:11]=1.C(N(CC)CC)C.[CH:21]([Si:24]([C:31]#[CH:32])([CH:28]([CH3:30])[CH3:29])[CH:25]([CH3:27])[CH3:26])([CH3:23])[CH3:22]. The catalyst is C1COCC1.Cl[Pd](Cl)([P](C1C=CC=CC=1)(C1C=CC=CC=1)C1C=CC=CC=1)[P](C1C=CC=CC=1)(C1C=CC=CC=1)C1C=CC=CC=1.[Cu](I)I. The product is [CH3:1][O:2][C:3](=[O:13])[CH2:4][O:5][C:6]1[CH:7]=[N:8][C:9]([C:32]#[C:31][Si:24]([CH:21]([CH3:23])[CH3:22])([CH:28]([CH3:30])[CH3:29])[CH:25]([CH3:27])[CH3:26])=[CH:10][CH:11]=1. The yield is 0.990. (7) The reactants are [F:1][C:2]1[C:7]([OH:8])=[C:6]([F:9])[C:5]([F:10])=[C:4]([F:11])[C:3]=1[F:12].C(N(CC)CC)C.[CH2:20]=[C:21]([C:26](OS(F)(=O)=O)([F:28])[F:27])[C:22]([F:25])([F:24])[F:23]. The catalyst is C(OCC)C. The product is [CH2:20]=[C:21]([C:26]([O:8][C:7]1[C:6]([F:9])=[C:5]([F:10])[C:4]([F:11])=[C:3]([F:12])[C:2]=1[F:1])([F:28])[F:27])[C:22]([F:25])([F:24])[F:23]. The yield is 0.730. (8) The reactants are [NH2:1][C:2]1[CH:3]=[CH:4][C:5]([NH:24][C:25]([O:27][C:28]([CH3:31])([CH3:30])[CH3:29])=[O:26])=[C:6]([CH2:8][CH2:9][C:10]2[CH:11]=[C:12]([NH:16][C:17](=[O:23])[O:18][C:19]([CH3:22])([CH3:21])[CH3:20])[CH:13]=[CH:14][CH:15]=2)[CH:7]=1.[Cl:32][C:33]1[N:38]=[C:37](Cl)[C:36]([CH3:40])=[CH:35][N:34]=1.C(=O)([O-])[O-].[K+].[K+]. The catalyst is CN(C)C=O. The product is [C:28]([O:27][C:25]([NH:24][C:5]1[CH:4]=[CH:3][C:2]([NH:1][C:35]2[C:36]([CH3:40])=[CH:37][N:38]=[C:33]([Cl:32])[N:34]=2)=[CH:7][C:6]=1[CH2:8][CH2:9][C:10]1[CH:11]=[C:12]([NH:16][C:17](=[O:23])[O:18][C:19]([CH3:22])([CH3:21])[CH3:20])[CH:13]=[CH:14][CH:15]=1)=[O:26])([CH3:31])([CH3:30])[CH3:29]. The yield is 0.390. (9) The catalyst is FC(F)(F)CO. The yield is 0.740. The product is [C:1]([NH:5][C:6](=[O:31])[C:20]([NH:30][C:26](=[O:29])[CH3:27])([CH:17]1[CH2:18][CH2:19][N:14]([C:11]2[CH:10]=[CH:9][C:8]([Cl:7])=[CH:13][N:12]=2)[CH2:15][CH2:16]1)[CH2:21][CH2:22][CH:23]=[CH2:24])([CH3:4])([CH3:3])[CH3:2]. The reactants are [C:1]([N+:5]#[C-:6])([CH3:4])([CH3:3])[CH3:2].[Cl:7][C:8]1[CH:9]=[CH:10][C:11]([N:14]2[CH2:19][CH2:18][CH:17]([C:20](=O)[CH2:21][CH2:22][CH:23]=[CH2:24])[CH2:16][CH2:15]2)=[N:12][CH:13]=1.[C:26]([O-:29])(=O)[CH3:27].[NH4+:30].[OH2:31].